This data is from Reaction yield outcomes from USPTO patents with 853,638 reactions. The task is: Predict the reaction yield, written as a fraction of the theoretical maximum amount of product (1.0 means a 100% yield; for example, 0.34 means a 34% yield). (1) The reactants are [CH3:1][O:2][CH2:3][CH2:4][NH:5][CH3:6].BrC1[CH:13]=[CH:12][C:11]([C:14]2[C:18]([C:19]3[CH:24]=[CH:23][C:22]([S:25]([N:28]4C(C)=CC=C4C)(=[O:27])=[O:26])=[CH:21][CH:20]=3)=[C:17]([CH3:35])[O:16][N:15]=2)=[CH:10][CH:9]=1.[CH:36]1(P(C2CCCCC2)C2C=CC=CC=2C2C=CC=CC=2N(C)C)CCCCC1.C(=O)([O-])[O-].[Cs+].[Cs+].C(=O)(O)[O-].[Na+].[ClH:75].O1CCOCC1. The catalyst is O1CCOCC1.C(O)(C)(C)C.FC(F)(F)C(O)=O.CO.[Pd].[Pd].C(=CC(C=CC1C=CC=CC=1)=O)C1C=CC=CC=1.C(=CC(C=CC1C=CC=CC=1)=O)C1C=CC=CC=1.C(=CC(C=CC1C=CC=CC=1)=O)C1C=CC=CC=1.O.C(OCC)(=O)C.O. The product is [ClH:75].[CH3:1][O:2][CH2:3][CH2:4][N:5]([CH3:36])[C:6]1[CH:13]=[CH:12][C:11]([C:14]2[C:18]([C:19]3[CH:24]=[CH:23][C:22]([S:25]([NH2:28])(=[O:27])=[O:26])=[CH:21][CH:20]=3)=[C:17]([CH3:35])[O:16][N:15]=2)=[CH:10][CH:9]=1. The yield is 0.540. (2) The reactants are [Br:1][C:2]1[N:7]=[CH:6][C:5]([C:8](=[O:14])[C:9](OCC)=[O:10])=[CH:4][CH:3]=1.[BH4-].[Na+]. The catalyst is C(O)C. The product is [Br:1][C:2]1[N:7]=[CH:6][C:5]([CH:8]([OH:14])[CH2:9][OH:10])=[CH:4][CH:3]=1. The yield is 0.790. (3) The reactants are Br[C:2]1[C:3]2[C:4]([C:23]3[C:28]([CH:29]=2)=[CH:27][CH:26]=[CH:25][CH:24]=3)=[CH:5][C:6]2[C:14]=1[NH:13][C:12]1[C:7]=2[CH:8]([C:17]2[CH:22]=[CH:21][CH:20]=[CH:19][CH:18]=2)[CH2:9][C:10]([CH3:16])([CH3:15])[CH:11]=1.[N:30]1[CH:35]=[CH:34][CH:33]=[CH:32][C:31]=1B(O)O.C([O-])([O-])=O.[Na+].[Na+].CCO. The catalyst is [Pd].C1(P(C2C=CC=CC=2)C2C=CC=CC=2)C=CC=CC=1.C1(P(C2C=CC=CC=2)C2C=CC=CC=2)C=CC=CC=1.C1(P(C2C=CC=CC=2)C2C=CC=CC=2)C=CC=CC=1.C1(P(C2C=CC=CC=2)C2C=CC=CC=2)C=CC=CC=1.C1(C)C=CC=CC=1. The product is [CH3:15][C:10]1([CH3:16])[CH:11]=[C:12]2[C:7](=[C:6]3[C:14]([NH:13]2)=[C:2]([C:31]2[CH:32]=[CH:33][CH:34]=[CH:35][N:30]=2)[C:3]2=[CH:29][C:28]4[C:23]([C:4]2=[CH:5]3)=[CH:24][CH:25]=[CH:26][CH:27]=4)[CH:8]([C:17]2[CH:18]=[CH:19][CH:20]=[CH:21][CH:22]=2)[CH2:9]1. The yield is 0.780. (4) The reactants are COC1C=C(OC)C=CC=1C[N:6]([C:30]1[CH:35]=[CH:34][N:33]=[CH:32][N:31]=1)[S:7]([C:10]1[CH:15]=[CH:14][C:13]([O:16][C@H:17]2[CH2:22][CH2:21][CH2:20][CH2:19][C@@H:18]2[C:23]2[N:27]([CH3:28])[N:26]=[CH:25][CH:24]=2)=[C:12]([CH3:29])[CH:11]=1)(=[O:9])=[O:8].C([SiH](CC)CC)C.FC(F)(F)C(O)=O. The catalyst is ClCCl. The product is [CH3:29][C:12]1[CH:11]=[C:10]([S:7]([NH:6][C:30]2[CH:35]=[CH:34][N:33]=[CH:32][N:31]=2)(=[O:8])=[O:9])[CH:15]=[CH:14][C:13]=1[O:16][C@H:17]1[CH2:22][CH2:21][CH2:20][CH2:19][C@@H:18]1[C:23]1[N:27]([CH3:28])[N:26]=[CH:25][CH:24]=1. The yield is 0.840.